Dataset: Reaction yield outcomes from USPTO patents with 853,638 reactions. Task: Predict the reaction yield, written as a fraction of the theoretical maximum amount of product (1.0 means a 100% yield; for example, 0.34 means a 34% yield). (1) The yield is 0.710. The catalyst is C(#N)C.CN(C=O)C.[Pd]. The product is [NH:6]1[C:7]2[C:3](=[C:2]([C:18]3[CH:19]=[C:14]([CH:15]=[CH:16][CH:17]=3)[C:11]([OH:13])=[O:12])[CH:10]=[CH:9][CH:8]=2)[CH:4]=[CH:5]1. The reactants are Br[C:2]1[CH:10]=[CH:9][CH:8]=[C:7]2[C:3]=1[CH:4]=[CH:5][NH:6]2.[C:11]([C:14]1[CH:15]=[C:16](B(O)O)[CH:17]=[CH:18][CH:19]=1)([OH:13])=[O:12].[OH-].[Na+]. (2) The reactants are [NH2:1][C:2]1[C:3]([C:18]2[CH:30]=[CH:29][C:21]([C:22]([O:24][C:25]([CH3:28])([CH3:27])[CH3:26])=[O:23])=[C:20]([F:31])[CH:19]=2)=[N:4][C:5]([CH:8]2[CH2:17][CH2:16][C:11]3(OCC[O:12]3)[CH2:10][CH2:9]2)=[CH:6][N:7]=1.C(#N)C.Cl.[OH-].[Na+]. The catalyst is O. The product is [NH2:1][C:2]1[C:3]([C:18]2[CH:30]=[CH:29][C:21]([C:22]([O:24][C:25]([CH3:27])([CH3:28])[CH3:26])=[O:23])=[C:20]([F:31])[CH:19]=2)=[N:4][C:5]([CH:8]2[CH2:17][CH2:16][C:11](=[O:12])[CH2:10][CH2:9]2)=[CH:6][N:7]=1. The yield is 0.930.